Dataset: Full USPTO retrosynthesis dataset with 1.9M reactions from patents (1976-2016). Task: Predict the reactants needed to synthesize the given product. (1) Given the product [CH3:27][C:22]1[CH:23]=[C:24]([CH3:26])[N:25]=[C:20]([C:6](=[O:8])[CH3:7])[N:21]=1, predict the reactants needed to synthesize it. The reactants are: C([Sn](CCCC)(CCCC)[C:6]([O:8]CC)=[CH2:7])CCC.Cl[C:20]1[N:25]=[C:24]([CH3:26])[CH:23]=[C:22]([CH3:27])[N:21]=1.C(OC)(C)(C)C.[F-].[K+]. (2) Given the product [Cl:1][C:2]1[CH:3]=[CH:4][C:5]([CH2:6][NH:7][C:8]([C:10]2[C:11](=[O:23])[C:12]3[S:19][C:18]([CH2:20][N:29]([CH2:30][CH:31]([OH:32])[C:33]4[CH:34]=[CH:35][C:36]([N:39]5[CH2:40][CH2:41][O:42][CH2:43][CH2:44]5)=[CH:37][CH:38]=4)[CH3:28])=[C:17]([CH3:22])[C:13]=3[N:14]([CH3:16])[CH:15]=2)=[O:9])=[CH:24][CH:25]=1, predict the reactants needed to synthesize it. The reactants are: [Cl:1][C:2]1[CH:25]=[CH:24][C:5]([CH2:6][NH:7][C:8]([C:10]2[C:11](=[O:23])[C:12]3[S:19][C:18]([CH2:20]Cl)=[C:17]([CH3:22])[C:13]=3[N:14]([CH3:16])[CH:15]=2)=[O:9])=[CH:4][CH:3]=1.Cl.Cl.[CH3:28][NH:29][CH2:30][CH:31]([C:33]1[CH:38]=[CH:37][C:36]([N:39]2[CH2:44][CH2:43][O:42][CH2:41][CH2:40]2)=[CH:35][CH:34]=1)[OH:32].C(N(C(C)C)CC)(C)C. (3) Given the product [CH2:1]([O:3][C:4](=[O:31])[CH:5]([O:30][C:32]1[CH:37]=[CH:36][CH:35]=[CH:34][CH:33]=1)[CH2:6][C:7]1[CH:12]=[CH:11][C:10]([CH2:13][CH2:14][N:15]([C:23]([O:25][C:26]([CH3:29])([CH3:28])[CH3:27])=[O:24])[CH2:16][CH2:17][CH2:18][CH2:19][CH2:20][CH2:21][CH3:22])=[CH:9][CH:8]=1)[CH3:2], predict the reactants needed to synthesize it. The reactants are: [CH2:1]([O:3][C:4](=[O:31])[CH:5]([OH:30])[CH2:6][C:7]1[CH:12]=[CH:11][C:10]([CH2:13][CH2:14][N:15]([C:23]([O:25][C:26]([CH3:29])([CH3:28])[CH3:27])=[O:24])[CH2:16][CH2:17][CH2:18][CH2:19][CH2:20][CH2:21][CH3:22])=[CH:9][CH:8]=1)[CH3:2].[C:32]1(O)[CH:37]=[CH:36][CH:35]=[CH:34][CH:33]=1. (4) Given the product [CH2:10]([O:9][C:6]1[C:7]([F:8])=[C:2]([O:27][C:22]2[CH:23]=[CH:24][CH:25]=[CH:26][C:21]=2[F:20])[N:3]=[CH:4][N:5]=1)[C:11]#[C:12][CH3:13], predict the reactants needed to synthesize it. The reactants are: Cl[C:2]1[C:7]([F:8])=[C:6]([O:9][CH2:10][C:11]#[C:12][CH3:13])[N:5]=[CH:4][N:3]=1.C(=O)([O-])[O-].[K+].[K+].[F:20][C:21]1[CH:26]=[CH:25][CH:24]=[CH:23][C:22]=1[OH:27].[Cl-].[NH4+].